This data is from Retrosynthesis with 50K atom-mapped reactions and 10 reaction types from USPTO. The task is: Predict the reactants needed to synthesize the given product. (1) Given the product COC(=O)C[C@@H]1COc2cc(O[C@@H]3CCc4c(-c5c(C(F)(F)F)ccnc5OC)cccc43)ccc21, predict the reactants needed to synthesize it. The reactants are: COC(=O)C[C@@H]1COc2cc(O[C@@H]3CCc4c(B5OC(C)(C)C(C)(C)O5)cccc43)ccc21.COc1nccc(C(F)(F)F)c1I. (2) Given the product COC(=O)c1cc(OC(C)C)cc(C(=O)OC)c1CBr, predict the reactants needed to synthesize it. The reactants are: COC(=O)c1cc(OC(C)C)cc(C(=O)OC)c1C.O=C1CCC(=O)N1Br. (3) Given the product CS(=O)(=O)c1ccc(-c2ccccc2Cc2cccc(F)c2)cc1, predict the reactants needed to synthesize it. The reactants are: CS(=O)(=O)c1ccc(-c2ccccc2C(O)c2cccc(F)c2)cc1.